From a dataset of HIV replication inhibition screening data with 41,000+ compounds from the AIDS Antiviral Screen. Binary Classification. Given a drug SMILES string, predict its activity (active/inactive) in a high-throughput screening assay against a specified biological target. (1) The drug is Cc1ccc(C2=C(c3ccccc3)C(Br)(c3ccccc3)C(c3ccccc3)=C2c2ccc(C)cc2)cc1. The result is 0 (inactive). (2) The drug is COC(=O)C1C=CC(C)n2c(=O)c3cc4ccccc4cc3c(=O)n21. The result is 0 (inactive). (3) The drug is C=CCCC(=O)C(Cc1ccccc1OC)C(=O)OC. The result is 0 (inactive). (4) The compound is CC1(C)OCC(COCOP2(=O)Oc3ccc4ccccc4c3-c3c(ccc4ccccc34)O2)O1. The result is 0 (inactive). (5) The compound is COC1N(C2C=CC(CO)O2)C(=O)NC(=O)C1(C)Br. The result is 0 (inactive). (6) The drug is CCN(CC)C(=O)CCN1CC1. The result is 0 (inactive). (7) The drug is CC1C(C#N)(C#N)C(C#N)=C(N)C1(Cl)[N+](=O)[O-]. The result is 0 (inactive).